Dataset: Forward reaction prediction with 1.9M reactions from USPTO patents (1976-2016). Task: Predict the product of the given reaction. Given the reactants [Br:1][C:2]1[CH:11]=[C:10]2[C:5]([N:6]=[CH:7][C:8]([N:12]3[CH2:17][CH2:16][NH:15][CH2:14][C:13]3=[O:18])=[N:9]2)=[CH:4][CH:3]=1.C(N(CC)CC)C.S(Cl)(Cl)(=O)=O.[CH3:31][S:32](Cl)(=[O:34])=[O:33], predict the reaction product. The product is: [Br:1][C:2]1[CH:11]=[C:10]2[C:5]([N:6]=[CH:7][C:8]([N:12]3[CH2:17][CH2:16][N:15]([S:32]([CH3:31])(=[O:34])=[O:33])[CH2:14][C:13]3=[O:18])=[N:9]2)=[CH:4][CH:3]=1.